This data is from Reaction yield outcomes from USPTO patents with 853,638 reactions. The task is: Predict the reaction yield, written as a fraction of the theoretical maximum amount of product (1.0 means a 100% yield; for example, 0.34 means a 34% yield). The reactants are [CH3:1][O:2][CH2:3][CH2:4][NH:5][C:6]1[CH:11]=[CH:10][C:9]([NH2:12])=[CH:8][N:7]=1.N1C=CC=CC=1.Cl[C:20]([O:22][C:23]1[CH:28]=[CH:27][CH:26]=[CH:25][CH:24]=1)=[O:21]. The catalyst is CC(C)=O.C(OCC)(=O)C. The product is [CH3:1][O:2][CH2:3][CH2:4][NH:5][C:6]1[N:7]=[CH:8][C:9]([NH:12][C:20](=[O:21])[O:22][C:23]2[CH:28]=[CH:27][CH:26]=[CH:25][CH:24]=2)=[CH:10][CH:11]=1. The yield is 0.470.